This data is from NCI-60 drug combinations with 297,098 pairs across 59 cell lines. The task is: Regression. Given two drug SMILES strings and cell line genomic features, predict the synergy score measuring deviation from expected non-interaction effect. (1) Drug 1: C1=CN(C(=O)N=C1N)C2C(C(C(O2)CO)O)O.Cl. Drug 2: CC=C1C(=O)NC(C(=O)OC2CC(=O)NC(C(=O)NC(CSSCCC=C2)C(=O)N1)C(C)C)C(C)C. Cell line: UO-31. Synergy scores: CSS=20.2, Synergy_ZIP=-6.35, Synergy_Bliss=1.07, Synergy_Loewe=0.376, Synergy_HSA=1.10. (2) Drug 1: C1=CC(=CC=C1CCC2=CNC3=C2C(=O)NC(=N3)N)C(=O)NC(CCC(=O)O)C(=O)O. Drug 2: C1=CC=C(C=C1)NC(=O)CCCCCCC(=O)NO. Cell line: UO-31. Synergy scores: CSS=25.5, Synergy_ZIP=-2.76, Synergy_Bliss=1.60, Synergy_Loewe=-5.92, Synergy_HSA=2.91. (3) Drug 1: C1=C(C(=O)NC(=O)N1)N(CCCl)CCCl. Drug 2: CC1=C(C(=O)C2=C(C1=O)N3CC4C(C3(C2COC(=O)N)OC)N4)N. Cell line: HCT-15. Synergy scores: CSS=52.2, Synergy_ZIP=4.26, Synergy_Bliss=5.44, Synergy_Loewe=1.23, Synergy_HSA=8.36. (4) Drug 1: CCCCCOC(=O)NC1=NC(=O)N(C=C1F)C2C(C(C(O2)C)O)O. Drug 2: N.N.Cl[Pt+2]Cl. Cell line: SK-MEL-2. Synergy scores: CSS=69.7, Synergy_ZIP=0.210, Synergy_Bliss=2.79, Synergy_Loewe=-13.2, Synergy_HSA=7.99.